This data is from Catalyst prediction with 721,799 reactions and 888 catalyst types from USPTO. The task is: Predict which catalyst facilitates the given reaction. (1) Reactant: C[O:2][CH:3](OC)[CH2:4][N:5]1[C:9]2[N:10]=[C:11]([C:20]3[CH:25]=[CH:24][C:23]([NH:26][C:27]([NH:29][C:30]4[CH:31]=[N:32][CH:33]=[CH:34][CH:35]=4)=[O:28])=[CH:22][CH:21]=3)[N:12]=[C:13]([N:14]3[CH2:19][CH2:18][O:17][CH2:16][CH2:15]3)[C:8]=2[N:7]=[N:6]1. Product: [N:14]1([C:13]2[C:8]3[N:7]=[N:6][N:5]([CH2:4][CH:3]=[O:2])[C:9]=3[N:10]=[C:11]([C:20]3[CH:25]=[CH:24][C:23]([NH:26][C:27]([NH:29][C:30]4[CH:31]=[N:32][CH:33]=[CH:34][CH:35]=4)=[O:28])=[CH:22][CH:21]=3)[N:12]=2)[CH2:15][CH2:16][O:17][CH2:18][CH2:19]1. The catalyst class is: 393. (2) Reactant: [CH3:1][N:2]1[C:10]2[C:5](=[CH:6][C:7]([O:11][CH2:12][CH2:13]OS(C3C=CC(C)=CC=3)(=O)=O)=[CH:8][CH:9]=2)[C:4]([S:25]([C:28]2[C:37]3[C:32](=[CH:33][CH:34]=[CH:35][CH:36]=3)[CH:31]=[CH:30][CH:29]=2)(=[O:27])=[O:26])=[N:3]1.[CH2:38]([NH2:40])[CH3:39]. Product: [CH2:38]([NH:40][CH2:13][CH2:12][O:11][C:7]1[CH:6]=[C:5]2[C:10](=[CH:9][CH:8]=1)[N:2]([CH3:1])[N:3]=[C:4]2[S:25]([C:28]1[C:37]2[C:32](=[CH:33][CH:34]=[CH:35][CH:36]=2)[CH:31]=[CH:30][CH:29]=1)(=[O:26])=[O:27])[CH3:39]. The catalyst class is: 1. (3) Reactant: [CH:1]([C:3]1[CH:4]=[C:5](B(O)O)[CH:6]=[CH:7][CH:8]=1)=[O:2].Cl[C:13]1[N:14]=[N:15][CH:16]=[C:17]([O:19][CH3:20])[CH:18]=1.C([O-])([O-])=O.[K+].[K+]. Product: [CH3:20][O:19][C:17]1[CH:18]=[C:13]([C:5]2[CH:4]=[C:3]([CH:8]=[CH:7][CH:6]=2)[CH:1]=[O:2])[N:14]=[N:15][CH:16]=1. The catalyst class is: 492. (4) Reactant: [CH3:1][S:2][C@@H:3]1[O:8][C@H:7]([CH2:9][OH:10])[C@H:6]([OH:11])[C@H:5]([OH:12])[C@H:4]1[OH:13].C(O[C:18](=[O:20])[CH3:19])(=O)C. Product: [C:7]([O:13][C@@H:4]1[C@@H:5]([O:12][C:6](=[O:11])[CH3:5])[C@@H:6]([O:11][C:4](=[O:13])[CH3:3])[C@@H:7]([CH2:9][O:10][C:18](=[O:20])[CH3:19])[O:8][C@H:3]1[S:2][CH3:1])(=[O:8])[CH3:9]. The catalyst class is: 17. (5) Reactant: [C:1]([O:5][C:6]([NH:8][C@H:9]([C:13](O)=[O:14])[CH:10]([CH3:12])[CH3:11])=[O:7])([CH3:4])([CH3:3])[CH3:2].[BH4-].[Na+]. Product: [OH:14][CH2:13][CH:9]([NH:8][C:6](=[O:7])[O:5][C:1]([CH3:2])([CH3:4])[CH3:3])[CH:10]([CH3:12])[CH3:11]. The catalyst class is: 253. (6) Product: [Cl:9][C:10]1[CH:11]=[C:12]([NH:13][C:6]2[N:5]=[CH:4][N:3]=[C:2]([NH:31][CH2:30][CH2:28][OH:29])[CH:7]=2)[CH:14]=[CH:15][C:16]=1[O:17][CH3:18]. The catalyst class is: 114. Reactant: Cl[C:2]1[CH:7]=[C:6](Cl)[N:5]=[CH:4][N:3]=1.[Cl:9][C:10]1[CH:11]=[C:12]([CH:14]=[CH:15][C:16]=1[O:17][CH3:18])[NH2:13].CCN(C(C)C)C(C)C.[CH2:28]([CH2:30][NH2:31])[OH:29]. (7) Reactant: [NH:1]1[CH2:5][CH2:4][CH2:3][CH2:2]1.Br[CH2:7][C:8]1[CH:15]=[CH:14][C:11]([C:12]#[N:13])=[CH:10][CH:9]=1.C(N(CC)CC)C. Product: [N:1]1([CH2:7][C:8]2[CH:15]=[CH:14][C:11]([C:12]#[N:13])=[CH:10][CH:9]=2)[CH2:5][CH2:4][CH2:3][CH2:2]1. The catalyst class is: 1. (8) Reactant: Cl[C:2]1[C:7]([CH:8]([O:13][C:14]([CH3:17])([CH3:16])[CH3:15])[C:9]([O:11][CH3:12])=[O:10])=[C:6]([CH3:18])[N:5]=[C:4]2[S:19][C:20]3[CH2:25][CH2:24][CH2:23][CH2:22][C:21]=3[C:3]=12.C(=O)([O-])[O-].[K+].[K+].[CH3:32][N:33]1[CH:37]=[C:36](B2OC(C)(C)C(C)(C)O2)[CH:35]=[N:34]1.C(OCC)(=O)C. Product: [CH3:18][C:6]1[N:5]=[C:4]2[S:19][C:20]3[CH2:25][CH2:24][CH2:23][CH2:22][C:21]=3[C:3]2=[C:2]([C:36]2[CH:35]=[N:34][N:33]([CH3:32])[CH:37]=2)[C:7]=1[CH:8]([O:13][C:14]([CH3:17])([CH3:16])[CH3:15])[C:9]([O:11][CH3:12])=[O:10]. The catalyst class is: 659. (9) Reactant: [O:1]1[CH:5]=[CH:4][CH:3]=[C:2]1[C:6]1[C:11]([I:12])=[C:10](S(C)=O)[N:9]=[C:8]([NH2:16])[N:7]=1.[NH2:17][CH2:18][CH2:19][C:20]1[CH:25]=[CH:24][C:23]([OH:26])=[CH:22][CH:21]=1. Product: [NH2:16][C:8]1[N:9]=[C:10]([NH:17][CH2:18][CH2:19][C:20]2[CH:25]=[CH:24][C:23]([OH:26])=[CH:22][CH:21]=2)[C:11]([I:12])=[C:6]([C:2]2[O:1][CH:5]=[CH:4][CH:3]=2)[N:7]=1. The catalyst class is: 12.